Dataset: Reaction yield outcomes from USPTO patents with 853,638 reactions. Task: Predict the reaction yield, written as a fraction of the theoretical maximum amount of product (1.0 means a 100% yield; for example, 0.34 means a 34% yield). (1) The reactants are Br[C:2]1[CH:3]=[C:4]([CH:16]=[C:17]([O:21][CH3:22])[C:18]=1[O:19][CH3:20])[CH:5]=[C:6]1[C:14]2[C:9](=[CH:10][CH:11]=[CH:12][CH:13]=2)[NH:8][C:7]1=[O:15].C(=O)([O-])[O-].[Na+].[Na+].[CH:29]1[C:38]2[C:33](=[CH:34][CH:35]=[CH:36][CH:37]=2)[CH:32]=[CH:31][C:30]=1B(O)O. The catalyst is C1(C)C=CC=CC=1.C(O)C.C1C=CC([P]([Pd]([P](C2C=CC=CC=2)(C2C=CC=CC=2)C2C=CC=CC=2)([P](C2C=CC=CC=2)(C2C=CC=CC=2)C2C=CC=CC=2)[P](C2C=CC=CC=2)(C2C=CC=CC=2)C2C=CC=CC=2)(C2C=CC=CC=2)C2C=CC=CC=2)=CC=1. The product is [CH3:20][O:19][C:18]1[C:17]([O:21][CH3:22])=[CH:16][C:4]([CH:5]=[C:6]2[C:14]3[C:9](=[CH:10][CH:11]=[CH:12][CH:13]=3)[NH:8][C:7]2=[O:15])=[C:3]([C:31]2[CH:30]=[CH:29][C:38]3[C:33](=[CH:34][CH:35]=[CH:36][CH:37]=3)[CH:32]=2)[CH:2]=1. The yield is 0.290. (2) The reactants are [CH2:1]([O:8][C:9]([N:11]1[CH2:16][CH2:15][CH:14]([C:17](=[O:21])[CH:18]=[N+]=[N-])[CH2:13][CH2:12]1)=[O:10])[C:2]1[CH:7]=[CH:6][CH:5]=[CH:4][CH:3]=1.[BrH:22].CC(O)=O.C([O-])(O)=O.[Na+]. The catalyst is CCOC(C)=O. The product is [CH2:1]([O:8][C:9]([N:11]1[CH2:16][CH2:15][CH:14]([C:17](=[O:21])[CH2:18][Br:22])[CH2:13][CH2:12]1)=[O:10])[C:2]1[CH:7]=[CH:6][CH:5]=[CH:4][CH:3]=1. The yield is 0.810. (3) The reactants are Cl[CH2:2][CH2:3][O:4][C:5]1[CH:13]=[C:12]2[C:8]([C:9]([C:27]#[N:28])=[C:10]([C:16]3[CH:21]=[CH:20][C:19]([NH:22][S:23]([CH3:26])(=[O:25])=[O:24])=[CH:18][CH:17]=3)[N:11]2[CH2:14][CH3:15])=[CH:7][CH:6]=1.[NH:29]1[CH2:34][CH2:33][O:32][CH2:31][CH2:30]1.[Na+].[I-].C(N(C(C)C)CC)(C)C. The catalyst is CC#N.O. The product is [C:27]([C:9]1[C:8]2[C:12](=[CH:13][C:5]([O:4][CH2:3][CH2:2][N:29]3[CH2:34][CH2:33][O:32][CH2:31][CH2:30]3)=[CH:6][CH:7]=2)[N:11]([CH2:14][CH3:15])[C:10]=1[C:16]1[CH:21]=[CH:20][C:19]([NH:22][S:23]([CH3:26])(=[O:25])=[O:24])=[CH:18][CH:17]=1)#[N:28]. The yield is 0.410.